This data is from Forward reaction prediction with 1.9M reactions from USPTO patents (1976-2016). The task is: Predict the product of the given reaction. (1) Given the reactants [Si:1]([O:8][CH2:9][CH2:10][O:11][C:12]1[CH:13]=[CH:14][C:15]([CH:27]=O)=[N:16][C:17]=1[C:18]1[CH:23]=[CH:22][C:21]([S:24]([CH3:26])=[O:25])=[CH:20][CH:19]=1)([C:4]([CH3:7])([CH3:6])[CH3:5])([CH3:3])[CH3:2].[NH2:29][C:30]1[CH:38]=[C:37]([O:39][CH3:40])[CH:36]=[C:35]([O:41][CH3:42])[C:31]=1[C:32]([NH2:34])=[O:33].OS([O-])=O.[Na+].O.C1(C)C=CC(S(O)(=O)=O)=CC=1, predict the reaction product. The product is: [Si:1]([O:8][CH2:9][CH2:10][O:11][C:12]1[CH:13]=[CH:14][C:15]([C:27]2[NH:34][C:32](=[O:33])[C:31]3[C:30](=[CH:38][C:37]([O:39][CH3:40])=[CH:36][C:35]=3[O:41][CH3:42])[N:29]=2)=[N:16][C:17]=1[C:18]1[CH:23]=[CH:22][C:21]([S:24]([CH3:26])=[O:25])=[CH:20][CH:19]=1)([C:4]([CH3:7])([CH3:6])[CH3:5])([CH3:3])[CH3:2]. (2) Given the reactants [NH2:1][C:2]1[N:10]=[C:9]([F:11])[CH:8]=[CH:7][C:3]=1[C:4]([OH:6])=O.[CH3:12][O:13][C:14]1[CH:19]=[CH:18][C:17]([O:20][C:21]2[CH:22]=[C:23]([CH:26]=[CH:27][CH:28]=2)[CH2:24][NH2:25])=[CH:16][CH:15]=1.CN([P+](ON1N=NC2C=CC=CC1=2)(N(C)C)N(C)C)C.F[P-](F)(F)(F)(F)F.C(=O)(O)[O-].[Na+], predict the reaction product. The product is: [CH3:12][O:13][C:14]1[CH:15]=[CH:16][C:17]([O:20][C:21]2[CH:22]=[C:23]([CH2:24][NH:25][C:4](=[O:6])[C:3]3[CH:7]=[CH:8][C:9]([F:11])=[N:10][C:2]=3[NH2:1])[CH:26]=[CH:27][CH:28]=2)=[CH:18][CH:19]=1.